From a dataset of Forward reaction prediction with 1.9M reactions from USPTO patents (1976-2016). Predict the product of the given reaction. (1) Given the reactants [Cl:1][C:2]1[CH:7]=[CH:6][N:5]=[C:4]2[NH:8][C:9]([C:11]3[CH:20]=[CH:19][C:14]([C:15]([O:17]C)=[O:16])=[CH:13][CH:12]=3)=[N:10][C:3]=12.[OH-].[Li+].Cl, predict the reaction product. The product is: [Cl:1][C:2]1[CH:7]=[CH:6][N:5]=[C:4]2[NH:8][C:9]([C:11]3[CH:12]=[CH:13][C:14]([C:15]([OH:17])=[O:16])=[CH:19][CH:20]=3)=[N:10][C:3]=12. (2) Given the reactants C(N(CC)CC)C.[CH3:8][O:9][C:10]1[CH:11]=[C:12]2[C:17](=[CH:18][CH:19]=1)[C:16]([O:20][C:21]1[CH:26]=[CH:25][C:24]([O:27][CH2:28][CH2:29][N:30]3[CH2:35][CH2:34][CH2:33][CH2:32][CH2:31]3)=[CH:23][CH:22]=1)=[C:15]([OH:36])[CH:14]=[CH:13]2.[F:37][C:38]([F:51])([F:50])[S:39](O[S:39]([C:38]([F:51])([F:50])[F:37])(=[O:41])=[O:40])(=[O:41])=[O:40], predict the reaction product. The product is: [CH3:8][O:9][C:10]1[CH:11]=[C:12]2[C:17](=[CH:18][CH:19]=1)[C:16]([O:20][C:21]1[CH:22]=[CH:23][C:24]([O:27][CH2:28][CH2:29][N:30]3[CH2:31][CH2:32][CH2:33][CH2:34][CH2:35]3)=[CH:25][CH:26]=1)=[C:15]([O:36][S:39]([C:38]([F:51])([F:50])[F:37])(=[O:41])=[O:40])[CH:14]=[CH:13]2. (3) Given the reactants [I:1][C:2]1[CH:3]=[C:4]([CH2:8][C@H:9](NC(=O)OC(C)(C)C)[C:10]([N:12]([C:14]2[CH:19]=[CH:18][C:17]([O:20][CH3:21])=[CH:16][CH:15]=2)[CH3:13])=[O:11])[CH:5]=[CH:6][CH:7]=1.[CH2:30]([C:33]1[N:34]([C:46]([O:48][C:49]([CH3:52])([CH3:51])[CH3:50])=[O:47])[C:35]2[C:40]([C:41]=1[CH2:42][C:43](O)=[O:44])=[CH:39][CH:38]=[CH:37][CH:36]=2)[CH:31]=[CH2:32].CC[N:55](C(C)C)C(C)C.F[P-](F)(F)(F)(F)F.N1(OC(N(C)C)=[N+](C)C)C2N=CC=CC=2N=N1, predict the reaction product. The product is: [CH2:30]([C:33]1[N:34]([C:46]([O:48][C:49]([CH3:52])([CH3:51])[CH3:50])=[O:47])[C:35]2[C:40]([C:41]=1[CH2:42][C:43]([NH:55][C@@H:9]([CH2:8][C:4]1[CH:5]=[CH:6][CH:7]=[C:2]([I:1])[CH:3]=1)[C:10]([N:12]([C:14]1[CH:19]=[CH:18][C:17]([O:20][CH3:21])=[CH:16][CH:15]=1)[CH3:13])=[O:11])=[O:44])=[CH:39][CH:38]=[CH:37][CH:36]=2)[CH:31]=[CH2:32]. (4) The product is: [Br:1][C:2]1[C:3]([C:14]2[S:15][CH:16]=[C:17]([C:19]([F:21])([F:20])[F:22])[N:18]=2)=[CH:4][C:5]([NH:8][C:9]([NH:11][CH2:12][CH3:13])=[O:10])=[N:6][CH:7]=1. Given the reactants [Br:1][C:2]1[C:3]([C:14]2[S:15][CH2:16][C:17](O)([C:19]([F:22])([F:21])[F:20])[N:18]=2)=[CH:4][C:5]([NH:8][C:9]([NH:11][CH2:12][CH3:13])=[O:10])=[N:6][CH:7]=1.C(N(CC)CC)C.CS(Cl)(=O)=O, predict the reaction product. (5) Given the reactants [CH2:1]([O:8][C@H:9]1[O:22][C@H:21]([CH2:23][O:24][CH2:25][C:26]2[CH:31]=[CH:30][CH:29]=[CH:28][CH:27]=2)[C@@H:12]([O:13][CH2:14][C:15]2[CH:20]=[CH:19][CH:18]=[CH:17][CH:16]=2)[C@H:10]1[OH:11])[C:2]1[CH:7]=[CH:6][CH:5]=[CH:4][CH:3]=1.[C:32](OC(=O)C)(=[O:34])[CH3:33], predict the reaction product. The product is: [CH2:1]([O:8][C@H:9]1[O:22][C@H:21]([CH2:23][O:24][CH2:25][C:26]2[CH:31]=[CH:30][CH:29]=[CH:28][CH:27]=2)[C@@H:12]([O:13][CH2:14][C:15]2[CH:20]=[CH:19][CH:18]=[CH:17][CH:16]=2)[C@H:10]1[O:11][C:32](=[O:34])[CH3:33])[C:2]1[CH:3]=[CH:4][CH:5]=[CH:6][CH:7]=1. (6) The product is: [N:21]1([C@H:6]2[CH2:10][CH2:9][N:8]([C:11]3[S:12][C:13]4[CH:19]=[C:18]([Br:20])[CH:17]=[CH:16][C:14]=4[N:15]=3)[CH2:7]2)[CH2:25][CH2:24][CH2:23][CH2:22]1. Given the reactants CS(O[C@@H:6]1[CH2:10][CH2:9][N:8]([C:11]2[S:12][C:13]3[CH:19]=[C:18]([Br:20])[CH:17]=[CH:16][C:14]=3[N:15]=2)[CH2:7]1)(=O)=O.[NH:21]1[CH2:25][CH2:24][CH2:23][CH2:22]1.C(=O)([O-])[O-].[K+].[K+].CN(C)C=O, predict the reaction product.